From a dataset of Experimentally validated miRNA-target interactions with 360,000+ pairs, plus equal number of negative samples. Binary Classification. Given a miRNA mature sequence and a target amino acid sequence, predict their likelihood of interaction. (1) The miRNA is dme-miR-9a-5p with sequence UCUUUGGUUAUCUAGCUGUAUGA. The protein sequence of the target gene is MLYLEDYLEMIEQLPMDLRDRFTEMREMDLQVQNAMDQLEQRVSEFFMNAKKNKPEWREEQMASIKKDYYKALEDADEKVQLANQIYDLVDRHLRKLDQELAKFKMELEADNAGITEILERRSLELDTPSQPVNNHHAHSHTPVEKRKYNPTSHHTTTDHIPEKKFKSEALLSTLTSDASKENTLGCRNNNSTASSNNAYNVNSSQPLGSYNIGSLSSGTGAGAITMAAAQAVQATAQMKEGRRTSSLKASYEAFKNNDFQLGKEFSMARETVGYSSSSALMTTLTQNASSSAADSRSGR.... Result: 0 (no interaction). (2) The protein sequence of the target gene is MSQKMAKEGPRLSKNQKFSEHFSIHCCPPFTFLNSKREIVDRKYSICKSGCFYQKKEEDWICCACQKTSRRATSPQRPKHQPAASPVVVRAPPAKPKSPLMPAKPRSPPRPAKPRSPSRTERQPRPRPEVRPPPAKQKPPQKSKQPARSSPLRGPGTSRGGSPTRAPRFW. Result: 0 (no interaction). The miRNA is hsa-miR-7-1-3p with sequence CAACAAAUCACAGUCUGCCAUA.